This data is from Forward reaction prediction with 1.9M reactions from USPTO patents (1976-2016). The task is: Predict the product of the given reaction. (1) The product is: [Br:1][C:2]1[S:6][C:5]2[C:7](=[O:8])[CH:9]([C:10]([O:12][CH3:13])=[O:11])[CH:14]([C:15]3[CH:20]=[CH:19][C:18]([Cl:21])=[C:17]([Cl:22])[CH:16]=3)[C:4]=2[CH:3]=1. Given the reactants [Br:1][C:2]1[S:6][C:5]([C:7](/[C:9](=[CH:14]/[C:15]2[CH:20]=[CH:19][C:18]([Cl:21])=[C:17]([Cl:22])[CH:16]=2)/[C:10]([O:12][CH3:13])=[O:11])=[O:8])=[CH:4][CH:3]=1.[Cl-].[Cl-].[Cl-].[Al+3].O, predict the reaction product. (2) Given the reactants [OH:1][CH2:2][C:3]1[CH:8]=[CH:7][C:6]([N:9]=[N:10][C:11]2[CH:22]=[CH:21][C:14]([O:15][CH2:16][C:17]([O:19][CH3:20])=[O:18])=[CH:13][C:12]=2[O:23][CH3:24])=[CH:5][CH:4]=1.CCN(C(C)C)C(C)C.Cl[C:35]([O:37][C:38]1[CH:43]=[CH:42][C:41]([N+:44]([O-:46])=[O:45])=[CH:40][CH:39]=1)=[O:36], predict the reaction product. The product is: [CH3:24][O:23][C:12]1[CH:13]=[C:14]([CH:21]=[CH:22][C:11]=1[N:10]=[N:9][C:6]1[CH:7]=[CH:8][C:3]([CH2:2][O:1][C:35]([O:37][C:38]2[CH:39]=[CH:40][C:41]([N+:44]([O-:46])=[O:45])=[CH:42][CH:43]=2)=[O:36])=[CH:4][CH:5]=1)[O:15][CH2:16][C:17]([O:19][CH3:20])=[O:18]. (3) The product is: [CH2:1]([O:8][C:9](=[O:18])[NH:10][C:11]1([CH3:17])[CH2:16][CH2:15][N:14]([C:20]2[CH:25]=[CH:24][CH:23]=[CH:22][N:21]=2)[CH2:13][CH2:12]1)[C:2]1[CH:7]=[CH:6][CH:5]=[CH:4][CH:3]=1. Given the reactants [CH2:1]([O:8][C:9](=[O:18])[NH:10][C:11]1([CH3:17])[CH2:16][CH2:15][NH:14][CH2:13][CH2:12]1)[C:2]1[CH:7]=[CH:6][CH:5]=[CH:4][CH:3]=1.F[C:20]1[CH:25]=[CH:24][CH:23]=[CH:22][N:21]=1, predict the reaction product. (4) Given the reactants [CH2:1]([N:4]1[C:12]2[CH2:11][CH2:10][N:9]([C:13](=[O:22])[CH2:14][O:15][C:16]3[CH:21]=[CH:20][CH:19]=[CH:18][CH:17]=3)[CH2:8][C:7]=2[C:6]([C:23]2[CH:28]=[CH:27][CH:26]=[CH:25][CH:24]=2)=[N:5]1)[CH:2]=[CH2:3], predict the reaction product. The product is: [O:15]([CH2:14][C:13]([N:9]1[CH2:10][CH2:11][C:12]2[N:4]([CH2:1][CH2:2][CH3:3])[N:5]=[C:6]([C:23]3[CH:28]=[CH:27][CH:26]=[CH:25][CH:24]=3)[C:7]=2[CH2:8]1)=[O:22])[C:16]1[CH:21]=[CH:20][CH:19]=[CH:18][CH:17]=1. (5) The product is: [CH:23]1([C:26]2[S:27][C:28]3[C:29]([N:37]=2)=[N:30][C:31]([C:34]([NH:1][C:2]2[CH:3]=[N:4][CH:5]=[CH:6][C:7]=2[N:8]2[CH2:13][C@H:12]([CH3:14])[CH2:11][C@H:10]([NH:15][C:16](=[O:22])[O:17][C:18]([CH3:21])([CH3:20])[CH3:19])[CH2:9]2)=[O:35])=[CH:32][CH:33]=3)[CH2:24][CH2:25]1. Given the reactants [NH2:1][C:2]1[CH:3]=[N:4][CH:5]=[CH:6][C:7]=1[N:8]1[CH2:13][C@H:12]([CH3:14])[CH2:11][C@H:10]([NH:15][C:16](=[O:22])[O:17][C:18]([CH3:21])([CH3:20])[CH3:19])[CH2:9]1.[CH:23]1([C:26]2[S:27][C:28]3[C:29]([N:37]=2)=[N:30][C:31]([C:34](O)=[O:35])=[CH:32][CH:33]=3)[CH2:25][CH2:24]1.CCN(C(C)C)C(C)C.CN(C(ON1N=NC2C=CC=NC1=2)=[N+](C)C)C.F[P-](F)(F)(F)(F)F, predict the reaction product. (6) Given the reactants [CH:1]1([C:4]2[N:13]=[C:12](N3CCN(C4C=CC=CC=4OC)CC3)[C:11]3[C:6](=[CH:7][C:8]([O:30][CH3:31])=[C:9]([O:28][CH3:29])[CH:10]=3)[N:5]=2)C[CH2:2]1.C[O:33]C1C=C(C(OC)=O)C(N)=CC=1OC.C(#N)CC.Cl, predict the reaction product. The product is: [CH2:1]([C:4]1[N:13]=[C:12]([OH:33])[C:11]2[C:6](=[CH:7][C:8]([O:30][CH3:31])=[C:9]([O:28][CH3:29])[CH:10]=2)[N:5]=1)[CH3:2]. (7) Given the reactants [Br:1][C:2]1[CH:10]=[CH:9][C:5]([C:6](Cl)=[O:7])=[CH:4][CH:3]=1.C(N(CC)CC)C.[CH:18]1([NH2:25])[CH2:24][CH2:23][CH2:22][CH2:21][CH2:20][CH2:19]1, predict the reaction product. The product is: [Br:1][C:2]1[CH:10]=[CH:9][C:5]([C:6]([NH:25][CH:18]2[CH2:24][CH2:23][CH2:22][CH2:21][CH2:20][CH2:19]2)=[O:7])=[CH:4][CH:3]=1. (8) Given the reactants [CH3:1][O:2][C:3]1[CH:4]=[C:5]([N:12]2[CH2:17][CH2:16][N:15]([S:18]([CH3:21])(=[O:20])=[O:19])[CH2:14][CH2:13]2)[CH:6]=[CH:7][C:8]=1[N+:9]([O-])=O.CO.[BH4-].[Na+], predict the reaction product. The product is: [CH3:1][O:2][C:3]1[CH:4]=[C:5]([N:12]2[CH2:17][CH2:16][N:15]([S:18]([CH3:21])(=[O:20])=[O:19])[CH2:14][CH2:13]2)[CH:6]=[CH:7][C:8]=1[NH2:9]. (9) Given the reactants Cl.Cl.C([O:11][CH2:12][CH2:13][O:14][CH2:15][CH2:16][N:17]1[C:25]2[C:24]([NH:26][C:27]3[CH:32]=[CH:31][C:30]([O:33][C:34]4[CH:39]=[CH:38][CH:37]=[C:36]([NH2:40])[CH:35]=4)=[C:29]([Cl:41])[CH:28]=3)=[N:23][CH:22]=[N:21][C:20]=2[CH:19]=[CH:18]1)(=O)C1C=CC=CC=1.C(N(CC)CC)C.[CH3:49][C:50]([CH3:56])([CH3:55])[CH2:51][C:52](Cl)=[O:53].C(=O)([O-])O.[Na+], predict the reaction product. The product is: [Cl:41][C:29]1[CH:28]=[C:27]([NH:26][C:24]2[C:25]3[N:17]([CH2:16][CH2:15][O:14][CH2:13][CH2:12][OH:11])[CH:18]=[CH:19][C:20]=3[N:21]=[CH:22][N:23]=2)[CH:32]=[CH:31][C:30]=1[O:33][C:34]1[CH:35]=[C:36]([NH:40][C:52](=[O:53])[CH2:51][C:50]([CH3:56])([CH3:55])[CH3:49])[CH:37]=[CH:38][CH:39]=1.